This data is from Full USPTO retrosynthesis dataset with 1.9M reactions from patents (1976-2016). The task is: Predict the reactants needed to synthesize the given product. Given the product [CH3:1][O:15][C:14]([C:11]1[N:12]=[N:13][C:8]([Cl:7])=[CH:9][CH:10]=1)=[O:16], predict the reactants needed to synthesize it. The reactants are: [C:1](Cl)(=O)C(Cl)=O.[Cl:7][C:8]1[N:13]=[N:12][C:11]([C:14]([OH:16])=[O:15])=[CH:10][CH:9]=1.CO.C(=O)([O-])O.[Na+].